From a dataset of Reaction yield outcomes from USPTO patents with 853,638 reactions. Predict the reaction yield, written as a fraction of the theoretical maximum amount of product (1.0 means a 100% yield; for example, 0.34 means a 34% yield). The reactants are [C:1](=[O:19])([O:17][CH3:18])[O:2][C:3]1[C:8]([N+:9]([O-])=O)=[CH:7][C:6]([F:12])=[CH:5][C:4]=1[C:13]([CH3:16])([CH3:15])[CH3:14].C([O-])=O.[NH4+]. The catalyst is CCO.[Pd]. The product is [C:1](=[O:19])([O:17][CH3:18])[O:2][C:3]1[C:8]([NH2:9])=[CH:7][C:6]([F:12])=[CH:5][C:4]=1[C:13]([CH3:14])([CH3:15])[CH3:16]. The yield is 0.270.